Dataset: Catalyst prediction with 721,799 reactions and 888 catalyst types from USPTO. Task: Predict which catalyst facilitates the given reaction. (1) Reactant: C1(OC)C=CC=CC=1.C(OC([N:19]1[CH2:24][CH2:23][CH:22]([N:25]2[CH2:30][CH2:29][CH2:28][CH2:27][C:26]2=[S:31])[CH2:21][CH2:20]1)=O)C1C=CC=CC=1.C(=O)([O-])[O-].[K+].[K+].S([O-])([O-])(=O)=O.[Na+].[Na+]. Product: [N:25]1([CH:22]2[CH2:23][CH2:24][NH:19][CH2:20][CH2:21]2)[CH2:30][CH2:29][CH2:28][CH2:27][C:26]1=[S:31]. The catalyst class is: 61. (2) Reactant: [S:1]1[CH:5]=[CH:4][CH:3]=[C:2]1[C:6]1[N:10]2[N:11]=[C:12]([O:15][CH:16]([CH2:22][CH3:23])[C:17]([O:19]CC)=[O:18])[CH:13]=[CH:14][C:9]2=[N:8][N:7]=1.[OH-].[Na+]. Product: [S:1]1[CH:5]=[CH:4][CH:3]=[C:2]1[C:6]1[N:10]2[N:11]=[C:12]([O:15][CH:16]([CH2:22][CH3:23])[C:17]([OH:19])=[O:18])[CH:13]=[CH:14][C:9]2=[N:8][N:7]=1. The catalyst class is: 12. (3) Reactant: [N:1]1[CH:6]=[CH:5][CH:4]=[C:3]([C:7]2[CH:8]=[C:9]([OH:13])[CH:10]=[CH:11][CH:12]=2)[CH:2]=1.Br[C:15]([CH3:22])([CH3:21])[C:16]([O:18][CH2:19][CH3:20])=[O:17].C([O-])([O-])=O.[K+].[K+]. Product: [CH2:19]([O:18][C:16](=[O:17])[C:15]([CH3:22])([O:13][C:9]1[CH:10]=[CH:11][CH:12]=[C:7]([C:3]2[CH:2]=[N:1][CH:6]=[CH:5][CH:4]=2)[CH:8]=1)[CH3:21])[CH3:20]. The catalyst class is: 163. (4) Reactant: Cl.[NH2:2][CH:3]1[CH2:8][CH2:7][N:6]([CH2:9][CH2:10][C:11]2[C:12]([O:23][CH3:24])=[CH:13][CH:14]=[C:15]3[C:20]=2[N:19]([CH3:21])[C:18](=[O:22])[CH:17]=[CH:16]3)[CH2:5][CH2:4]1.[O:25]=[C:26]1[CH2:31][S:30][C:29]2[CH:32]=[CH:33][C:34]([CH:36]=O)=[N:35][C:28]=2[NH:27]1.C(=O)(O)[O-].[Na+].S([O-])([O-])(=O)=O.[Na+].[Na+].C(O[BH-](OC(=O)C)OC(=O)C)(=O)C.[Na+]. Product: [CH3:21][N:19]1[C:20]2[C:15](=[CH:14][CH:13]=[C:12]([O:23][CH3:24])[C:11]=2[CH2:10][CH2:9][N:6]2[CH2:7][CH2:8][CH:3]([NH:2][CH2:36][C:34]3[CH:33]=[CH:32][C:29]4[S:30][CH2:31][C:26](=[O:25])[NH:27][C:28]=4[N:35]=3)[CH2:4][CH2:5]2)[CH:16]=[CH:17][C:18]1=[O:22]. The catalyst class is: 98. (5) Reactant: [F:1][C:2]([F:11])([F:10])[C:3]1[N:8]=[C:7]([OH:9])[CH:6]=[CH:5][CH:4]=1.[H-].[Na+].Br[CH2:15][C:16]([CH3:19])([CH3:18])[CH3:17]. Product: [CH2:15]([O:9][C:7]1[CH:6]=[CH:5][CH:4]=[C:3]([C:2]([F:1])([F:10])[F:11])[N:8]=1)[C:16]([CH3:19])([CH3:18])[CH3:17]. The catalyst class is: 3. (6) Reactant: [F:1][C:2]([F:30])([F:29])[C:3]1[CH:4]=[C:5]([NH:9][C:10]2[C:11]3[N:28]=[CH:27][S:26][C:12]=3[N:13]=[C:14]([C:16]3[CH:17]=[C:18]([CH:23]=[CH:24][CH:25]=3)[C:19]([O:21]C)=[O:20])[N:15]=2)[CH:6]=[CH:7][CH:8]=1.[OH-].[Na+].Cl. Product: [F:30][C:2]([F:1])([F:29])[C:3]1[CH:4]=[C:5]([NH:9][C:10]2[C:11]3[N:28]=[CH:27][S:26][C:12]=3[N:13]=[C:14]([C:16]3[CH:17]=[C:18]([CH:23]=[CH:24][CH:25]=3)[C:19]([OH:21])=[O:20])[N:15]=2)[CH:6]=[CH:7][CH:8]=1. The catalyst class is: 87. (7) Reactant: [CH3:1][C:2]1[C:7]([CH3:8])=[CH:6][CH:5]=[CH:4][C:3]=1[OH:9].[O-]CC.[Na+].Br[CH2:15][CH2:16][CH2:17][C:18]([O:20]CC)=[O:19].[OH-].[Na+]. Product: [CH3:1][C:2]1[C:7]([CH3:8])=[CH:6][CH:5]=[CH:4][C:3]=1[O:9][CH2:15][CH2:16][CH2:17][C:18]([OH:20])=[O:19]. The catalyst class is: 40. (8) Reactant: [CH3:1][O:2][C:3]1[CH:4]=[C:5]([CH:7]=[CH:8][CH:9]=1)[NH2:6].N(OCCC(C)C)=O.N([Si](C)(C)C)=[N+:19]=[N-:20].[C:25]([O:29][CH2:30][CH3:31])(=[O:28])[C:26]#[CH:27]. Product: [CH3:1][O:2][C:3]1[CH:4]=[C:5]([N:6]2[CH:27]=[C:26]([C:25]([O:29][CH2:30][CH3:31])=[O:28])[N:19]=[N:20]2)[CH:7]=[CH:8][CH:9]=1. The catalyst class is: 10.